From a dataset of Forward reaction prediction with 1.9M reactions from USPTO patents (1976-2016). Predict the product of the given reaction. (1) The product is: [Br:1][C:2]1[CH:7]=[CH:6][C:5]([S:8][C:9]2[CH:14]=[CH:13][CH:12]=[CH:11][CH:10]=2)=[C:4]([NH2:15])[CH:3]=1. Given the reactants [Br:1][C:2]1[CH:7]=[CH:6][C:5]([S:8][C:9]2[CH:14]=[CH:13][CH:12]=[CH:11][CH:10]=2)=[C:4]([N+:15]([O-])=O)[CH:3]=1.Cl[Sn]Cl, predict the reaction product. (2) Given the reactants C([Sn]([C:14]1[CH:19]=[CH:18][CH:17]=[CH:16][N:15]=1)(CCCC)CCCC)CCC.Br[C:21]1[O:22][CH:23]=[CH:24][C:25]=1[Br:26], predict the reaction product. The product is: [Br:26][C:25]1[CH:24]=[CH:23][O:22][C:21]=1[C:18]1[CH:19]=[CH:14][N:15]=[CH:16][CH:17]=1.